Task: Predict the reactants needed to synthesize the given product.. Dataset: Full USPTO retrosynthesis dataset with 1.9M reactions from patents (1976-2016) (1) Given the product [Br:32][C:7]1[C:6](=[O:8])[N:5]([CH2:9][C:10]2[CH:15]=[CH:14][C:13]([C:16]3[C:17]([C:22]#[N:23])=[CH:18][CH:19]=[CH:20][CH:21]=3)=[CH:12][CH:11]=2)[C:4]([CH2:24][CH2:25][CH3:26])=[N:3][C:2]=1[CH3:1], predict the reactants needed to synthesize it. The reactants are: [CH3:1][C:2]1[N:3]=[C:4]([CH2:24][CH2:25][CH3:26])[N:5]([CH2:9][C:10]2[CH:15]=[CH:14][C:13]([C:16]3[C:17]([C:22]#[N:23])=[CH:18][CH:19]=[CH:20][CH:21]=3)=[CH:12][CH:11]=2)[C:6](=[O:8])[CH:7]=1.C([O-])(=O)C.[Na+].[Br:32]Br. (2) Given the product [CH3:19][O:18][CH2:17][N:13]1[C:12]2[CH:20]=[CH:21][C:9]([CH:7]([C:4]3[S:5][CH:6]=[C:2]([C:80]4[CH:85]=[CH:84][C:83]([O:86][CH2:87][CH2:88][O:89][CH:90]5[CH2:95][CH2:94][CH2:93][CH2:92][O:91]5)=[CH:82][N:81]=4)[N:3]=3)[CH3:8])=[CH:10][C:11]=2[S:15][C:14]1=[O:16], predict the reactants needed to synthesize it. The reactants are: Br[C:2]1[N:3]=[C:4]([CH:7]([C:9]2[CH:21]=[CH:20][C:12]3[N:13]([CH2:17][O:18][CH3:19])[C:14](=[O:16])[S:15][C:11]=3[CH:10]=2)[CH3:8])[S:5][CH:6]=1.B1(B2OC(C)(C)C(C)(C)O2)OC(C)(C)C(C)(C)O1.C([O-])(=O)C.[K+].C1(P(C2CCCCC2)C2C=CC=CC=2C2C(C(C)C)=CC(C(C)C)=CC=2C(C)C)CCCCC1.Br[C:80]1[CH:85]=[CH:84][C:83]([O:86][CH2:87][CH2:88][O:89][CH:90]2[CH2:95][CH2:94][CH2:93][CH2:92][O:91]2)=[CH:82][N:81]=1.P([O-])([O-])([O-])=O.[K+].[K+].[K+]. (3) Given the product [Cl:1][C:2]1[C:7]2[N:8]=[C:9]([CH2:12][O:13][CH2:14][CH3:15])[N:10]([N:11]=[CH:24][C:20]3[CH:19]=[N:18][CH:23]=[CH:22][CH:21]=3)[C:6]=2[C:5]([CH3:16])=[C:4]([CH3:17])[N:3]=1, predict the reactants needed to synthesize it. The reactants are: [Cl:1][C:2]1[C:7]2[N:8]=[C:9]([CH2:12][O:13][CH2:14][CH3:15])[N:10]([NH2:11])[C:6]=2[C:5]([CH3:16])=[C:4]([CH3:17])[N:3]=1.[N:18]1[CH:23]=[CH:22][CH:21]=[C:20]([CH:24]=O)[CH:19]=1.C(O)(=O)C.